This data is from Forward reaction prediction with 1.9M reactions from USPTO patents (1976-2016). The task is: Predict the product of the given reaction. (1) Given the reactants [CH3:1][O:2][C:3]([CH2:5][CH2:6][C:7]1[C:8]([CH3:16])=[C:9]([C:13]([OH:15])=O)[NH:10][C:11]=1[CH3:12])=[O:4].CN(C(ON1N=NC2C=CC=NC1=2)=[N+](C)C)C.F[P-](F)(F)(F)(F)F.CCN(C(C)C)C(C)C.Cl.Cl.[CH:52]([N:55]1[CH2:60][CH2:59][CH:58]([NH2:61])[CH2:57][CH2:56]1)([CH3:54])[CH3:53], predict the reaction product. The product is: [CH3:1][O:2][C:3](=[O:4])[CH2:5][CH2:6][C:7]1[C:8]([CH3:16])=[C:9]([C:13](=[O:15])[NH:61][CH:58]2[CH2:59][CH2:60][N:55]([CH:52]([CH3:54])[CH3:53])[CH2:56][CH2:57]2)[NH:10][C:11]=1[CH3:12]. (2) Given the reactants [C:1]([O:5][C:6]([N:8]([CH3:43])[C@H:9]([C:13]([O:15][CH2:16][O:17][C:18](=[O:42])[N:19]([C:32]1[N:41]=[C:35]2[CH:36]=[CH:37][C:38](Cl)=[CH:39][N:34]2[N:33]=1)[C:20]1[CH:25]=[CH:24][C:23]([S:26]([CH3:29])(=[O:28])=[O:27])=[CH:22][C:21]=1[O:30][CH3:31])=[O:14])[CH:10]([CH3:12])[CH3:11])=[O:7])([CH3:4])([CH3:3])[CH3:2].[F:44][C:45]1[CH:50]=[CH:49][C:48]([C@@H:51]([CH3:64])[C:52]([NH:54][C:55]2[CH:60]=[CH:59][C:58](B(O)O)=[CH:57][CH:56]=2)=[O:53])=[CH:47][CH:46]=1.O.P([O-])([O-])([O-])=O.[K+].[K+].[K+].C1(P(C2CCCCC2)C2C=CC=CC=2C2C(OC)=CC=CC=2OC)CCCCC1, predict the reaction product. The product is: [C:1]([O:5][C:6]([N:8]([CH3:43])[C@H:9]([C:13]([O:15][CH2:16][O:17][C:18](=[O:42])[N:19]([C:32]1[N:41]=[C:35]2[CH:36]=[CH:37][C:38]([C:58]3[CH:57]=[CH:56][C:55]([NH:54][C:52](=[O:53])[C@@H:51]([C:48]4[CH:47]=[CH:46][C:45]([F:44])=[CH:50][CH:49]=4)[CH3:64])=[CH:60][CH:59]=3)=[CH:39][N:34]2[N:33]=1)[C:20]1[CH:25]=[CH:24][C:23]([S:26]([CH3:29])(=[O:28])=[O:27])=[CH:22][C:21]=1[O:30][CH3:31])=[O:14])[CH:10]([CH3:12])[CH3:11])=[O:7])([CH3:4])([CH3:3])[CH3:2]. (3) Given the reactants [NH:1]1[C:5]2[CH:6]=[CH:7][C:8]([N:10]3[CH:14]([C:15]4[CH:20]=[CH:19][C:18]([N:21]5[CH2:26][CH2:25][O:24][CH2:23][CH2:22]5)=[CH:17][CH:16]=4)[C:13](O)=[CH:12][C:11]3=[O:28])=[CH:9][C:4]=2[N:3]=[CH:2]1.[CH3:29][N:30]1[CH2:35][CH2:34][NH:33][CH2:32][CH2:31]1, predict the reaction product. The product is: [NH:1]1[C:5]2[CH:6]=[CH:7][C:8]([N:10]3[CH:14]([C:15]4[CH:16]=[CH:17][C:18]([N:21]5[CH2:26][CH2:25][O:24][CH2:23][CH2:22]5)=[CH:19][CH:20]=4)[C:13]([N:33]4[CH2:34][CH2:35][N:30]([CH3:29])[CH2:31][CH2:32]4)=[CH:12][C:11]3=[O:28])=[CH:9][C:4]=2[N:3]=[CH:2]1. (4) Given the reactants [NH2:1][C:2]([C:4]1[CH:5]=[C:6]([CH:10]=[C:11]([C:13]([N:15]([CH2:19][CH2:20][CH3:21])[CH2:16][CH2:17][CH3:18])=[O:14])[CH:12]=1)[C:7]([OH:9])=O)=[O:3].FC(F)(F)C(O)=O.N[C@@H:30]([CH2:44][C:45]1[CH:50]=[C:49](F)[CH:48]=[C:47](F)[CH:46]=1)[C@H:31]([OH:43])[CH2:32][NH:33][CH2:34][C:35]1[CH:40]=[CH:39][CH:38]=[C:37]([O:41][CH3:42])[CH:36]=1, predict the reaction product. The product is: [CH2:44]([C@H:30]([NH:1][C:2](=[O:3])[C:4]1[CH:5]=[C:6]([CH2:7][OH:9])[CH:10]=[C:11]([C:13]([N:15]([CH2:19][CH2:20][CH3:21])[CH2:16][CH2:17][CH3:18])=[O:14])[CH:12]=1)[C@H:31]([OH:43])[CH2:32][NH:33][CH2:34][C:35]1[CH:40]=[CH:39][CH:38]=[C:37]([O:41][CH3:42])[CH:36]=1)[C:45]1[CH:50]=[CH:49][CH:48]=[CH:47][CH:46]=1. (5) Given the reactants [NH2:1][C:2]1[CH:3]=[N:4][CH:5]=[CH:6][C:7]=1[NH:8][C:9]1[CH:14]=[CH:13][C:12]([NH:15]C(=O)OC(C)(C)C)=[CH:11][CH:10]=1.[C:23]([CH2:25][C:26](OCC)=O)#[N:24].[N:31]([O-:33])=O.[Na+].[OH-].[Na+].[NH2:37]O, predict the reaction product. The product is: [NH2:15][C:12]1[CH:11]=[CH:10][C:9]([N:8]2[C:7]3[CH:6]=[CH:5][N:4]=[CH:3][C:2]=3[N:1]=[C:26]2[C:25]2[C:23]([NH2:37])=[N:24][O:33][N:31]=2)=[CH:14][CH:13]=1. (6) Given the reactants [Cl:1][C:2]1[CH:3]=[C:4]([C:8]2[NH:13][C:12](=O)[CH:11]=[C:10]([CH:15]3[CH2:17][CH2:16]3)[N:9]=2)[CH:5]=[CH:6][CH:7]=1.O=P(Cl)(Cl)[Cl:20], predict the reaction product. The product is: [Cl:20][C:12]1[CH:11]=[C:10]([CH:15]2[CH2:17][CH2:16]2)[N:9]=[C:8]([C:4]2[CH:5]=[CH:6][CH:7]=[C:2]([Cl:1])[CH:3]=2)[N:13]=1.